Dataset: Full USPTO retrosynthesis dataset with 1.9M reactions from patents (1976-2016). Task: Predict the reactants needed to synthesize the given product. Given the product [C:1]([O:5][C:6]([N:8]([C:44]1[CH:49]=[CH:48][C:47]([O:50][CH2:51][CH3:52])=[CH:46][CH:45]=1)[C:9]1[N:14]2[C:13](=[CH:17][CH:16]=[N:15]2)[N:12]=[C:11]2[C:10]=1[CH:32]=[C:33]([CH2:34][O:35][Si:36]([C:39]([CH3:40])([CH3:41])[CH3:42])([CH3:37])[CH3:38])[N:18]2[C@H:19]1[CH2:24][CH2:23][CH2:22][N:21]([C:25]([O:27][C:28]([CH3:29])([CH3:30])[CH3:31])=[O:26])[CH2:20]1)=[O:7])([CH3:3])([CH3:4])[CH3:2], predict the reactants needed to synthesize it. The reactants are: [C:1]([O:5][C:6]([N:8]([C:44]1[CH:49]=[CH:48][C:47]([O:50][CH2:51][CH3:52])=[CH:46][CH:45]=1)[C:9]1[N:14]2[N:15]=[CH:16][CH:17]=[C:13]2[N:12]=[C:11]([NH:18][C@H:19]2[CH2:24][CH2:23][CH2:22][N:21]([C:25]([O:27][C:28]([CH3:31])([CH3:30])[CH3:29])=[O:26])[CH2:20]2)[C:10]=1[CH2:32][CH:33](O)[CH2:34][O:35][Si:36]([C:39]([CH3:42])([CH3:41])[CH3:40])([CH3:38])[CH3:37])=[O:7])([CH3:4])([CH3:3])[CH3:2].CC(OI1(OC(C)=O)(OC(C)=O)OC(=O)C2C=CC=CC1=2)=O.